From a dataset of Forward reaction prediction with 1.9M reactions from USPTO patents (1976-2016). Predict the product of the given reaction. (1) Given the reactants [Na].[S:2]1[C:6]2[CH:7]=[CH:8][CH:9]=[CH:10][C:5]=2[C:4]([S:11]([O-:14])(=O)=[O:12])=[CH:3]1.P(Cl)(Cl)(Cl)(Cl)[Cl:16], predict the reaction product. The product is: [Cl:16][S:11]([C:4]1[C:5]2[CH:10]=[CH:9][CH:8]=[CH:7][C:6]=2[S:2][CH:3]=1)(=[O:14])=[O:12]. (2) Given the reactants [CH3:1][O:2][C:3]1[N:8]=[C:7]([CH3:9])[C:6]([NH2:10])=[CH:5][CH:4]=1.[C:11](Cl)(Cl)=[S:12], predict the reaction product. The product is: [N:10]([C:6]1[C:7]([CH3:9])=[N:8][C:3]([O:2][CH3:1])=[CH:4][CH:5]=1)=[C:11]=[S:12]. (3) Given the reactants [O:1]1[C:5]2[CH:6]=[CH:7][C:8]([C:10](Cl)=[O:11])=[CH:9][C:4]=2[O:3][CH2:2]1.[CH3:13][O:14][C:15]1[CH:16]=[C:17]([CH2:23][CH2:24][NH:25][CH2:26][C@@H:27]([C:29]2[CH:34]=[CH:33][CH:32]=[CH:31][CH:30]=2)[CH3:28])[CH:18]=[CH:19][C:20]=1[O:21][CH3:22], predict the reaction product. The product is: [CH3:13][O:14][C:15]1[CH:16]=[C:17]([CH2:23][CH2:24][N:25]([CH2:26][C@@H:27]([C:29]2[CH:30]=[CH:31][CH:32]=[CH:33][CH:34]=2)[CH3:28])[C:10]([C:8]2[CH:7]=[CH:6][C:5]3[O:1][CH2:2][O:3][C:4]=3[CH:9]=2)=[O:11])[CH:18]=[CH:19][C:20]=1[O:21][CH3:22]. (4) Given the reactants [CH:1]([O:4][C:5]1[CH:10]=[CH:9][C:8]([C:11]2[CH:12]=[C:13]3[C:17](=[CH:18][CH:19]=2)[N:16]([C:20]2[CH:29]=[CH:28][C:27]4[C:22](=[CH:23][CH:24]=[CH:25][CH:26]=4)[CH:21]=2)[C:15]([C:30]([OH:32])=[O:31])=[CH:14]3)=[CH:7][CH:6]=1)([CH3:3])[CH3:2].C[O-].[Na+:35], predict the reaction product. The product is: [CH:1]([O:4][C:5]1[CH:6]=[CH:7][C:8]([C:11]2[CH:12]=[C:13]3[C:17](=[CH:18][CH:19]=2)[N:16]([C:20]2[CH:29]=[CH:28][C:27]4[C:22](=[CH:23][CH:24]=[CH:25][CH:26]=4)[CH:21]=2)[C:15]([C:30]([O-:32])=[O:31])=[CH:14]3)=[CH:9][CH:10]=1)([CH3:3])[CH3:2].[Na+:35]. (5) The product is: [CH2:19]([O:5][P:1](=[O:4])([OH:3])[OH:2])[C:20]1[CH:25]=[CH:24][CH:23]=[CH:22][CH:21]=1. Given the reactants [P:1](=[O:5])([OH:4])([OH:3])[OH:2].C(N(CC)CC)C.ClC(Cl)(Cl)C#N.[CH2:19](O)[C:20]1[CH:25]=[CH:24][CH:23]=[CH:22][CH:21]=1, predict the reaction product. (6) Given the reactants [NH2:1][C:2]1[CH:3]=[C:4]2[C:8](=[CH:9][CH:10]=1)[N:7]([CH:11]([CH3:13])[CH3:12])[C:6](=[O:14])[CH2:5]2.[C:15]([O:19][C:20](=[O:26])[NH:21][CH2:22][C@H:23]1[CH2:25][O:24]1)([CH3:18])([CH3:17])[CH3:16].FC(F)(F)S([O-])(=O)=O.[Li+], predict the reaction product. The product is: [C:15]([O:19][C:20](=[O:26])[NH:21][CH2:22][C@H:23]([OH:24])[CH2:25][NH:1][C:2]1[CH:3]=[C:4]2[C:8](=[CH:9][CH:10]=1)[N:7]([CH:11]([CH3:12])[CH3:13])[C:6](=[O:14])[CH2:5]2)([CH3:17])([CH3:16])[CH3:18]. (7) The product is: [Cl:40][C:36]1[C:35]([F:41])=[C:34]([C@H:16]2[C@H:13]3[N:12]([C:11](=[O:42])[N:10]([C:6]4[CH:5]=[C:4]([CH:9]=[CH:8][CH:7]=4)[C:3]([OH:43])=[O:2])[C:14]3=[O:15])[C@@H:18]([CH2:19][C:20]([CH3:23])([CH3:22])[CH3:21])[C@@:17]2([C:26]2[CH:31]=[CH:30][C:29]([Cl:32])=[CH:28][C:27]=2[F:33])[C:24]#[N:25])[CH:39]=[CH:38][CH:37]=1. Given the reactants C[O:2][C:3](=[O:43])[C:4]1[CH:9]=[CH:8][CH:7]=[C:6]([N:10]2[C:14](=[O:15])[C@H:13]3[C@H:16]([C:34]4[CH:39]=[CH:38][CH:37]=[C:36]([Cl:40])[C:35]=4[F:41])[C@:17]([C:26]4[CH:31]=[CH:30][C:29]([Cl:32])=[CH:28][C:27]=4[F:33])([C:24]#[N:25])[C@H:18]([CH2:19][C:20]([CH3:23])([CH3:22])[CH3:21])[N:12]3[C:11]2=[O:42])[CH:5]=1.[Al](I)(I)I, predict the reaction product. (8) Given the reactants [N:1]1[CH:6]=[CH:5][CH:4]=[C:3]([N:7]2[CH2:14][CH:13]3[CH2:15][CH:9]([CH2:10][NH:11][CH2:12]3)[CH2:8]2)[CH:2]=1.[C:16]([O:20][C:21]([N:23]1[CH2:28][CH2:27][C:26](=O)[CH2:25][CH2:24]1)=[O:22])([CH3:19])([CH3:18])[CH3:17].C(O[BH-](OC(=O)C)OC(=O)C)(=O)C.[Na+].[OH-].[NH4+].[Cl-].[Na+], predict the reaction product. The product is: [N:1]1[CH:6]=[CH:5][CH:4]=[C:3]([N:7]2[CH2:8][CH:9]3[CH2:15][CH:13]([CH2:12][N:11]([CH:26]4[CH2:27][CH2:28][N:23]([C:21]([O:20][C:16]([CH3:19])([CH3:18])[CH3:17])=[O:22])[CH2:24][CH2:25]4)[CH2:10]3)[CH2:14]2)[CH:2]=1. (9) Given the reactants [N:1]([CH2:4][C:5]([O:7][CH2:8][CH3:9])=[O:6])=[C:2]=[O:3].Cl.[NH2:11][C@@H:12]([CH2:17][NH:18][C:19]([O:21][C:22]([CH3:25])([CH3:24])[CH3:23])=[O:20])[C:13]([O:15][CH3:16])=[O:14], predict the reaction product. The product is: [CH2:8]([O:7][C:5]([CH2:4][NH:1][C:2]([NH:11][C@@H:12]([CH2:17][NH:18][C:19]([O:21][C:22]([CH3:25])([CH3:24])[CH3:23])=[O:20])[C:13]([O:15][CH3:16])=[O:14])=[O:3])=[O:6])[CH3:9]. (10) Given the reactants C[O-].[Na+].[CH3:4][C:5]1[O:9][C:8]([C:10]#[N:11])=[CH:7][CH:6]=1.[Cl-].[NH4+:13], predict the reaction product. The product is: [CH3:4][C:5]1[O:9][C:8]([C:10]([NH2:13])=[NH:11])=[CH:7][CH:6]=1.